From a dataset of Forward reaction prediction with 1.9M reactions from USPTO patents (1976-2016). Predict the product of the given reaction. (1) Given the reactants [F-].C([N+](CCCC)(CCCC)CCCC)CCC.[Si]([O:26][CH2:27][CH2:28][N:29]1[CH2:33][CH2:32][N:31]([C:34]([O:36][C:37]([CH3:40])([CH3:39])[CH3:38])=[O:35])[C:30]1=[O:41])(C(C)(C)C)(C)C.CO, predict the reaction product. The product is: [OH:26][CH2:27][CH2:28][N:29]1[CH2:33][CH2:32][N:31]([C:34]([O:36][C:37]([CH3:39])([CH3:38])[CH3:40])=[O:35])[C:30]1=[O:41]. (2) Given the reactants [CH2:1]([O:3][C:4]([C:6]1[S:7][C:8]2[CH2:9][NH:10][CH2:11][CH2:12][C:13]=2[N:14]=1)=[O:5])[CH3:2].C(N(CC)CC)C.[C:22](OC(=O)C)(=[O:24])[CH3:23], predict the reaction product. The product is: [C:22]([N:10]1[CH2:11][CH2:12][C:13]2[N:14]=[C:6]([C:4]([O:3][CH2:1][CH3:2])=[O:5])[S:7][C:8]=2[CH2:9]1)(=[O:24])[CH3:23]. (3) Given the reactants Cl[C:2]1[N:7]=[CH:6][C:5]([C:8]2[CH:13]=[CH:12][N:11]=[C:10]([NH:14][C:15]3[CH:16]=[C:17]([NH:22][C:23](=[O:34])[C:24]4[CH:29]=[CH:28][CH:27]=[C:26]([C:30]([F:33])([F:32])[F:31])[CH:25]=4)[CH:18]=[CH:19][C:20]=3[CH3:21])[N:9]=2)=[CH:4][CH:3]=1.[CH3:35][N:36]1[CH2:41][CH2:40][NH:39][CH2:38][CH2:37]1, predict the reaction product. The product is: [CH3:21][C:20]1[CH:19]=[CH:18][C:17]([NH:22][C:23](=[O:34])[C:24]2[CH:29]=[CH:28][CH:27]=[C:26]([C:30]([F:33])([F:31])[F:32])[CH:25]=2)=[CH:16][C:15]=1[NH:14][C:10]1[N:9]=[C:8]([C:5]2[CH:6]=[N:7][C:2]([N:39]3[CH2:40][CH2:41][N:36]([CH3:35])[CH2:37][CH2:38]3)=[CH:3][CH:4]=2)[CH:13]=[CH:12][N:11]=1. (4) Given the reactants [NH2:1][C:2]1[C:7]([OH:8])=[CH:6][CH:5]=[CH:4][N:3]=1.[Cl:9][C:10]1[CH:18]=[CH:17][C:16]([N+:19]([O-:21])=[O:20])=[CH:15][C:11]=1[C:12](O)=O.C(=O)([O-])[O-].[K+].[K+], predict the reaction product. The product is: [Cl:9][C:10]1[CH:18]=[CH:17][C:16]([N+:19]([O-:21])=[O:20])=[CH:15][C:11]=1[C:12]1[O:8][C:7]2[C:2]([N:1]=1)=[N:3][CH:4]=[CH:5][CH:6]=2. (5) Given the reactants CC(C)([O-])C.[K+].[Cl:7][C:8]1[C:13]([F:14])=[CH:12][C:11]([C:15]2[N:16]=[C:17]([N:24]3[CH2:30][CH2:29][CH2:28][C:27](=O)[CH2:26][CH2:25]3)[C:18]3[S:23][CH:22]=[CH:21][C:19]=3[N:20]=2)=[C:10]([F:32])[CH:9]=1.C1(C)C=CC(S([CH2:42][N+:43]#[C-])(=O)=O)=CC=1.Cl.CCOC(C)=O, predict the reaction product. The product is: [ClH:7].[Cl:7][C:8]1[C:13]([F:14])=[CH:12][C:11]([C:15]2[N:16]=[C:17]([N:24]3[CH2:30][CH2:29][CH2:28][CH:27]([C:42]#[N:43])[CH2:26][CH2:25]3)[C:18]3[S:23][CH:22]=[CH:21][C:19]=3[N:20]=2)=[C:10]([F:32])[CH:9]=1.